This data is from Catalyst prediction with 721,799 reactions and 888 catalyst types from USPTO. The task is: Predict which catalyst facilitates the given reaction. (1) Reactant: [CH3:1][C:2]1[C:10]2[CH2:9][O:8][C:7](=[O:11])[C:6]=2[CH:5]=[CH:4][C:3]=1[C@@H:12]1[CH2:14][O:13]1.[C:15]([O:19][C:20](=[O:28])[NH:21][CH2:22][CH:23]1[CH2:27][CH2:26][CH2:25][NH:24]1)([CH3:18])([CH3:17])[CH3:16]. Product: [C:15]([O:19][C:20](=[O:28])[NH:21][CH2:22][CH:23]1[CH2:27][CH2:26][CH2:25][N:24]1[CH2:14][C@H:12]([OH:13])[C:3]1[CH:4]=[CH:5][C:6]2[C:7](=[O:11])[O:8][CH2:9][C:10]=2[C:2]=1[CH3:1])([CH3:18])([CH3:16])[CH3:17]. The catalyst class is: 8. (2) Reactant: [O:1]=[C:2]1[N:7](CC2C=CC(OC)=CC=2)[C:6]2[CH:17]=[CH:18][C:19]([CH2:21][CH:22]([C:29]3[CH:34]=[CH:33][CH:32]=[CH:31][CH:30]=3)[CH2:23][C:24]([O:26][CH2:27][CH3:28])=[O:25])=[CH:20][C:5]=2[O:4][CH2:3]1. Product: [O:1]=[C:2]1[NH:7][C:6]2[CH:17]=[CH:18][C:19]([CH2:21][CH:22]([C:29]3[CH:30]=[CH:31][CH:32]=[CH:33][CH:34]=3)[CH2:23][C:24]([O:26][CH2:27][CH3:28])=[O:25])=[CH:20][C:5]=2[O:4][CH2:3]1. The catalyst class is: 29. (3) Reactant: [CH3:1][O:2][CH2:3][CH2:4][O:5][CH2:6][C:7]1[CH:8]=[C:9]2[C:46](=[CH:47][CH:48]=1)[C@:13]1([CH2:18][CH2:17][N:16](S(C3C=CC(C)=CC=3)(=O)=O)[CH2:15][C@@H:14]1[O:29][CH2:30][C:31]1[CH:32]=[CH:33][C:34]3[O:39][CH2:38][CH2:37][N:36]([CH2:40][CH2:41][CH2:42][O:43][CH3:44])[C:35]=3[CH:45]=1)[O:12][CH2:11][CH2:10]2.CO.C1COCC1. Product: [CH3:1][O:2][CH2:3][CH2:4][O:5][CH2:6][C:7]1[CH:8]=[C:9]2[C:46](=[CH:47][CH:48]=1)[C@:13]1([CH2:18][CH2:17][NH:16][CH2:15][C@@H:14]1[O:29][CH2:30][C:31]1[CH:32]=[CH:33][C:34]3[O:39][CH2:38][CH2:37][N:36]([CH2:40][CH2:41][CH2:42][O:43][CH3:44])[C:35]=3[CH:45]=1)[O:12][CH2:11][CH2:10]2. The catalyst class is: 2. (4) Reactant: CS(C)=O.C(Cl)(=O)C(Cl)=O.[C:11]([O:15][C:16]([N:18]1[C@@H:22]([CH2:23][CH2:24][OH:25])[CH2:21][O:20][C:19]1([CH3:27])[CH3:26])=[O:17])([CH3:14])([CH3:13])[CH3:12].C(N(CC)CC)C. Product: [C:11]([O:15][C:16]([N:18]1[C@@H:22]([CH2:23][CH2:24][OH:25])[CH2:21][O:20][C:19]1([CH3:27])[CH3:26])=[O:17])([CH3:14])([CH3:13])[CH3:12].[C:11]([O:15][C:16]([N:18]1[C@@H:22]([CH2:23][CH:24]=[O:25])[CH2:21][O:20][C:19]1([CH3:27])[CH3:26])=[O:17])([CH3:14])([CH3:13])[CH3:12]. The catalyst class is: 4.